From a dataset of CYP2C9 inhibition data for predicting drug metabolism from PubChem BioAssay. Regression/Classification. Given a drug SMILES string, predict its absorption, distribution, metabolism, or excretion properties. Task type varies by dataset: regression for continuous measurements (e.g., permeability, clearance, half-life) or binary classification for categorical outcomes (e.g., BBB penetration, CYP inhibition). Dataset: cyp2c9_veith. (1) The result is 1 (inhibitor). The compound is COc1ccc(N2CC(C(=O)OCC(=O)c3cccc(OC)c3)CC2=O)cc1. (2) The drug is Nc1ccc(Cc2ccc(N)c(C(=O)O)c2)cc1C(=O)O. The result is 0 (non-inhibitor). (3) The molecule is COc1ccc(/C=C(/C(=O)Nc2ccccc2C(=O)NC(C)C)c2ccccc2)cc1. The result is 1 (inhibitor). (4) The compound is C=C[C@@]12CN(C)[C@@H]3[C@@H]4CO[C@H](C[C@@H]41)[C@]1(C(=O)Nc4ccccc41)[C@H]32. The result is 0 (non-inhibitor).